From a dataset of Full USPTO retrosynthesis dataset with 1.9M reactions from patents (1976-2016). Predict the reactants needed to synthesize the given product. (1) Given the product [F:61][CH2:62][CH2:63][O:64][C:22]1[CH:21]=[C:20]([C:17]2[O:16][C:15]([C:12]3[CH:13]=[CH:14][C:9]([NH:7][CH3:8])=[CH:10][CH:11]=3)=[N:19][N:18]=2)[CH:25]=[CH:24][CH:23]=1, predict the reactants needed to synthesize it. The reactants are: C(OC(=O)[N:7]([C:9]1[CH:14]=[CH:13][C:12]([C:15]2[O:16][C:17]([C:20]3[CH:25]=[CH:24][CH:23]=[C:22](O)[CH:21]=3)=[N:18][N:19]=2)=[CH:11][CH:10]=1)[CH3:8])(C)(C)C.CC(OC(/N=N/C(OC(C)C)=O)=O)C.C1C=CC(P(C2C=CC=CC=2)C2C=CC=CC=2)=CC=1.[F:61][CH2:62][CH2:63][OH:64]. (2) Given the product [Br:1][C:2]1[CH:10]=[C:6]([C:7]([N:15]2[CH2:16][CH2:17][N:12]([CH3:11])[CH2:13][CH2:14]2)=[O:9])[CH:5]=[N:4][CH:3]=1, predict the reactants needed to synthesize it. The reactants are: [Br:1][C:2]1[CH:3]=[N:4][CH:5]=[C:6]([CH:10]=1)[C:7]([OH:9])=O.[CH3:11][N:12]1[CH2:17][CH2:16][NH:15][CH2:14][CH2:13]1.CN(C(ON1N=NC2C=CC=NC1=2)=[N+](C)C)C.F[P-](F)(F)(F)(F)F.CCN(C(C)C)C(C)C. (3) Given the product [CH2:3]([C@@H:4]1[CH2:8][NH:7][C:6](=[O:9])[CH2:5]1)[CH:2]([CH3:10])[CH3:1], predict the reactants needed to synthesize it. The reactants are: [CH3:1][C:2]([CH3:10])=[CH:3][C@@H:4]1[CH2:8][NH:7][C:6](=[O:9])[CH2:5]1. (4) Given the product [CH3:1][O:2][CH2:3][CH2:4][O:5][C:6]1[CH:7]=[C:8]2[C:20]([NH:21][C:22]3[CH:23]=[CH:24][CH:25]=[C:26]([C:28]#[CH:29])[CH:27]=3)=[N:19][CH:18]=[N:17][C:9]2=[CH:10][C:11]=1[O:12][CH2:13][CH2:14][O:15][CH3:16], predict the reactants needed to synthesize it. The reactants are: [CH3:1][O:2][CH2:3][CH2:4][O:5][C:6]1[CH:7]=[C:8]2[C:20]([NH:21][C:22]3[CH:23]=[CH:24][CH:25]=[C:26]([C:28]#[CH:29])[CH:27]=3)=[N:19][CH:18]=[N:17][C:9]2=[CH:10][C:11]=1[O:12][CH2:13][CH2:14][O:15][CH3:16].Cl.[OH-].[Na+].C(OC(=O)C)C. (5) Given the product [Br:1][C:2]1[C:3]([NH:9][CH2:10][CH2:11][C:12]2[N:13]=[CH:14][NH:15][CH:16]=2)=[N:4][C:5]([NH:29][C:26]2[CH:25]=[CH:24][C:23]([CH2:22][N:17]3[CH2:21][CH2:20][CH2:19][CH2:18]3)=[CH:28][CH:27]=2)=[N:6][CH:7]=1, predict the reactants needed to synthesize it. The reactants are: [Br:1][C:2]1[C:3]([NH:9][CH2:10][CH2:11][C:12]2[N:13]=[CH:14][NH:15][CH:16]=2)=[N:4][C:5](Cl)=[N:6][CH:7]=1.[N:17]1([CH2:22][C:23]2[CH:28]=[CH:27][C:26]([NH2:29])=[CH:25][CH:24]=2)[CH2:21][CH2:20][CH2:19][CH2:18]1.Cl.ClCCl.CO.